This data is from Forward reaction prediction with 1.9M reactions from USPTO patents (1976-2016). The task is: Predict the product of the given reaction. (1) The product is: [C:4]1([C:31]2[CH:36]=[CH:35][CH:34]=[CH:33][CH:32]=2)[CH:5]=[CH:6][C:7]([C:10]2([C:21]([O:23][CH3:24])=[O:22])[CH2:12][CH:11]2[CH:13]=[O:1])=[CH:8][CH:9]=1. Given the reactants [O:1]=[O+][O-].[C:4]1(C2C=CC=CC=2)[CH:9]=[CH:8][C:7]([C:10]2([C:21]([O:23][CH3:24])=[O:22])[CH2:12][CH:11]2/[CH:13]=C/C2C=CC=CC=2)=[CH:6][CH:5]=1.[CH:31]1[CH:36]=[CH:35][C:34](P([C:31]2[CH:36]=[CH:35][CH:34]=[CH:33][CH:32]=2)[C:31]2[CH:36]=[CH:35][CH:34]=[CH:33][CH:32]=2)=[CH:33][CH:32]=1, predict the reaction product. (2) Given the reactants C[O:2][C:3]([C:5]1[C:6]([C:11]2[CH:16]=[CH:15][CH:14]=[C:13]([C:17]([F:20])([F:19])[F:18])[CH:12]=2)=[N:7][O:8][C:9]=1[CH3:10])=[O:4].[OH-].[Na+], predict the reaction product. The product is: [CH3:10][C:9]1[O:8][N:7]=[C:6]([C:11]2[CH:16]=[CH:15][CH:14]=[C:13]([C:17]([F:20])([F:18])[F:19])[CH:12]=2)[C:5]=1[C:3]([OH:4])=[O:2]. (3) Given the reactants [CH3:1][S:2](Cl)(=[O:4])=[O:3].[NH2:6][C:7]1[CH:15]=[CH:14][CH:13]=[C:12]2[C:8]=1[CH:9]=[N:10][N:11]2[C:16]([C:23]1[CH:28]=[CH:27][C:26]([C:29]([F:32])([F:31])[F:30])=[CH:25][CH:24]=1)([CH2:21][CH3:22])[C:17](=[O:20])[CH2:18][CH3:19].CN1CCOCC1, predict the reaction product. The product is: [O:20]=[C:17]([CH2:18][CH3:19])[C:16]([N:11]1[C:12]2[C:8](=[C:7]([NH:6][S:2]([CH3:1])(=[O:4])=[O:3])[CH:15]=[CH:14][CH:13]=2)[CH:9]=[N:10]1)([C:23]1[CH:28]=[CH:27][C:26]([C:29]([F:31])([F:32])[F:30])=[CH:25][CH:24]=1)[CH2:21][CH3:22]. (4) Given the reactants [F:1][C:2]([F:15])([C:11]([F:14])([F:13])[F:12])[CH2:3][CH2:4][S:5]([CH2:7][CH2:8][CH2:9]Cl)=[O:6].[CH3:16][NH2:17], predict the reaction product. The product is: [CH3:16][NH:17][CH2:9][CH2:8][CH2:7][S:5]([CH2:4][CH2:3][C:2]([F:15])([F:1])[C:11]([F:14])([F:13])[F:12])=[O:6]. (5) Given the reactants [C:1]([O:5][C:6]([NH:8][C@@H:9]([CH2:13][C:14]1[O:15][CH:16]=[CH:17][CH:18]=1)[C:10]([OH:12])=[O:11])=[O:7])([CH3:4])([CH3:3])[CH3:2].[H][H], predict the reaction product. The product is: [C:1]([O:5][C:6]([NH:8][C@@H:9]([CH2:13][CH:14]1[CH2:18][CH2:17][CH2:16][O:15]1)[C:10]([OH:12])=[O:11])=[O:7])([CH3:4])([CH3:2])[CH3:3].